This data is from NCI-60 drug combinations with 297,098 pairs across 59 cell lines. The task is: Regression. Given two drug SMILES strings and cell line genomic features, predict the synergy score measuring deviation from expected non-interaction effect. (1) Drug 1: COC1=NC(=NC2=C1N=CN2C3C(C(C(O3)CO)O)O)N. Drug 2: CC1=C(C(=O)C2=C(C1=O)N3CC4C(C3(C2COC(=O)N)OC)N4)N. Cell line: TK-10. Synergy scores: CSS=4.50, Synergy_ZIP=-5.14, Synergy_Bliss=-4.84, Synergy_Loewe=-7.07, Synergy_HSA=-3.39. (2) Drug 1: C1=CC(=CC=C1CC(C(=O)O)N)N(CCCl)CCCl.Cl. Drug 2: CCCCCOC(=O)NC1=NC(=O)N(C=C1F)C2C(C(C(O2)C)O)O. Cell line: OVCAR-5. Synergy scores: CSS=2.37, Synergy_ZIP=-0.604, Synergy_Bliss=0.446, Synergy_Loewe=-2.86, Synergy_HSA=-2.84. (3) Drug 1: C1=CC(=CC=C1CCC2=CNC3=C2C(=O)NC(=N3)N)C(=O)NC(CCC(=O)O)C(=O)O. Drug 2: C1=NC2=C(N=C(N=C2N1C3C(C(C(O3)CO)O)O)F)N. Cell line: NCI/ADR-RES. Synergy scores: CSS=20.6, Synergy_ZIP=-8.66, Synergy_Bliss=-7.27, Synergy_Loewe=-5.87, Synergy_HSA=-4.28. (4) Drug 1: CN(C)C1=NC(=NC(=N1)N(C)C)N(C)C. Drug 2: CC1=C(C(=CC=C1)Cl)NC(=O)C2=CN=C(S2)NC3=CC(=NC(=N3)C)N4CCN(CC4)CCO. Cell line: UACC62. Synergy scores: CSS=-1.22, Synergy_ZIP=-0.987, Synergy_Bliss=-2.61, Synergy_Loewe=-2.16, Synergy_HSA=-2.13. (5) Drug 1: C1=CC(=C2C(=C1NCCNCCO)C(=O)C3=C(C=CC(=C3C2=O)O)O)NCCNCCO. Drug 2: COCCOC1=C(C=C2C(=C1)C(=NC=N2)NC3=CC=CC(=C3)C#C)OCCOC.Cl. Cell line: SF-295. Synergy scores: CSS=65.3, Synergy_ZIP=4.41, Synergy_Bliss=4.15, Synergy_Loewe=-11.9, Synergy_HSA=4.54.